Predict the product of the given reaction. From a dataset of Forward reaction prediction with 1.9M reactions from USPTO patents (1976-2016). (1) Given the reactants CO[C:3]([C:5]1[CH:6]=[N:7][N:8]([C:10]2[N:11]=[C:12]([NH2:28])[C:13]3[N:14]=[CH:15][N:16]([C:26]=3[N:27]=2)[C@@H:17]2[O:25][C@H:22]([CH2:23][OH:24])[C@@H:20]([OH:21])[C@H:18]2[OH:19])[CH:9]=1)=[O:4].[CH3:29][NH2:30], predict the reaction product. The product is: [CH3:29][NH:30][C:3]([C:5]1[CH:6]=[N:7][N:8]([C:10]2[N:11]=[C:12]([NH2:28])[C:13]3[N:14]=[CH:15][N:16]([C:26]=3[N:27]=2)[C@@H:17]2[O:25][C@H:22]([CH2:23][OH:24])[C@@H:20]([OH:21])[C@H:18]2[OH:19])[CH:9]=1)=[O:4]. (2) Given the reactants [F:1][C:2]1[CH:7]=[CH:6][CH:5]=[CH:4][C:3]=1[S:8][C:9]1[C:13]2=[N:14][CH:15]=[CH:16][CH:17]=[C:12]2[N:11]([C:18]2[N:23]=[C:22]([NH2:24])[C:21]([NH2:25])=[C:20]([NH2:26])[N:19]=2)[N:10]=1.CN1CCCC1=O.[C:34](O[C:34]([O:36][CH3:37])=[O:35])([O:36][CH3:37])=[O:35], predict the reaction product. The product is: [NH2:26][C:20]1[C:21]([NH:25][C:34](=[O:35])[O:36][CH3:37])=[C:22]([NH2:24])[N:23]=[C:18]([N:11]2[C:12]3[C:13](=[N:14][CH:15]=[CH:16][CH:17]=3)[C:9]([S:8][C:3]3[CH:4]=[CH:5][CH:6]=[CH:7][C:2]=3[F:1])=[N:10]2)[N:19]=1. (3) Given the reactants Br[C:2]1[S:3][CH:4]=[C:5]([C:7]2[CH:12]=[CH:11][CH:10]=[C:9]([Cl:13])[C:8]=2[Cl:14])[N:6]=1.[N:15]1([C:21]([O:23][C:24]([CH3:27])([CH3:26])[CH3:25])=[O:22])[CH2:20][CH2:19][NH:18][CH2:17][CH2:16]1.C(=O)([O-])[O-].[K+].[K+].O, predict the reaction product. The product is: [Cl:14][C:8]1[C:9]([Cl:13])=[CH:10][CH:11]=[CH:12][C:7]=1[C:5]1[N:6]=[C:2]([N:18]2[CH2:17][CH2:16][N:15]([C:21]([O:23][C:24]([CH3:27])([CH3:26])[CH3:25])=[O:22])[CH2:20][CH2:19]2)[S:3][CH:4]=1. (4) The product is: [CH2:10]([O:9][C:5]1[CH:4]=[C:3]([C:17]2([OH:21])[CH2:20][CH2:19][CH2:18]2)[CH:8]=[CH:7][CH:6]=1)[C:11]1[CH:16]=[CH:15][CH:14]=[CH:13][CH:12]=1. Given the reactants [Mg].Br[C:3]1[CH:8]=[CH:7][CH:6]=[C:5]([O:9][CH2:10][C:11]2[CH:16]=[CH:15][CH:14]=[CH:13][CH:12]=2)[CH:4]=1.[C:17]1(=[O:21])[CH2:20][CH2:19][CH2:18]1.[Cl-].[NH4+], predict the reaction product. (5) Given the reactants [N+:1]([C:4]1[CH:9]=[CH:8][C:7]([C:10]2[O:14][C:13]([C:15]([O:17]CC)=O)=[N:12][CH:11]=2)=[CH:6][CH:5]=1)([O-:3])=[O:2].Cl.[CH3:21][O:22][C:23](=[O:29])[C@H:24]([CH:26]([CH3:28])[CH3:27])[NH2:25], predict the reaction product. The product is: [CH3:27][CH:26]([CH3:28])[CH:24]([NH:25][C:15]([C:13]1[O:14][C:10]([C:7]2[CH:6]=[CH:5][C:4]([N+:1]([O-:3])=[O:2])=[CH:9][CH:8]=2)=[CH:11][N:12]=1)=[O:17])[C:23]([O:22][CH3:21])=[O:29].